Dataset: Forward reaction prediction with 1.9M reactions from USPTO patents (1976-2016). Task: Predict the product of the given reaction. Given the reactants [F:1][C:2]1[CH:19]=[CH:18][C:5]([O:6][C:7]2[CH:15]=[CH:14][CH:13]=[C:12]([O:16][CH3:17])[C:8]=2[C:9](O)=[O:10])=[C:4]([NH:20][C:21]([NH:23][C:24]2[S:25][CH:26]=[CH:27][N:28]=2)=[O:22])[CH:3]=1.[CH3:29][NH2:30].C1COCC1, predict the reaction product. The product is: [F:1][C:2]1[CH:19]=[CH:18][C:5]([O:6][C:7]2[CH:15]=[CH:14][CH:13]=[C:12]([O:16][CH3:17])[C:8]=2[C:9]([NH:30][CH3:29])=[O:10])=[C:4]([NH:20][C:21]([NH:23][C:24]2[S:25][CH:26]=[CH:27][N:28]=2)=[O:22])[CH:3]=1.